The task is: Predict which catalyst facilitates the given reaction.. This data is from Catalyst prediction with 721,799 reactions and 888 catalyst types from USPTO. (1) Reactant: Cl[C:2]1[N:3]([CH2:28][CH2:29][CH3:30])[C:4](=[O:27])[C:5]2[NH:6][C:7]([C:11]3[CH:12]=[N:13][N:14]([CH2:16][C:17]4[CH:22]=[CH:21][CH:20]=[C:19]([C:23]([F:26])([F:25])[F:24])[CH:18]=4)[CH:15]=3)=[N:8][C:9]=2[N:10]=1.[C-]#N.[Na+].[Na+].[I-].[CH3:36][N:37](C=O)C. Product: [O:27]=[C:4]1[N:3]([CH2:28][CH2:29][CH3:30])[C:2]([C:36]#[N:37])=[N:10][C:9]2[N:8]=[C:7]([C:11]3[CH:12]=[N:13][N:14]([CH2:16][C:17]4[CH:22]=[CH:21][CH:20]=[C:19]([C:23]([F:26])([F:25])[F:24])[CH:18]=4)[CH:15]=3)[NH:6][C:5]1=2. The catalyst class is: 6. (2) Reactant: [CH3:1][C@H:2]1[NH:7][C@@H:6]([CH3:8])[CH2:5][N:4]([C:9]2[CH:16]=[CH:15][C:12]([CH:13]=[O:14])=[C:11]([OH:17])[N:10]=2)[CH2:3]1.C(N(C(C)C)CC)(C)C.[C:27](O[C:27]([O:29][C:30]([CH3:33])([CH3:32])[CH3:31])=[O:28])([O:29][C:30]([CH3:33])([CH3:32])[CH3:31])=[O:28]. The catalyst class is: 4. Product: [CH:13]([C:12]1[CH:15]=[CH:16][C:9]([N:4]2[CH2:5][C@@H:6]([CH3:8])[N:7]([C:27]([O:29][C:30]([CH3:33])([CH3:32])[CH3:31])=[O:28])[C@@H:2]([CH3:1])[CH2:3]2)=[N:10][C:11]=1[OH:17])=[O:14]. (3) Reactant: [C:1]([CH:5]1[CH2:10][CH2:9][CH:8]([C:11]2[CH:16]=[CH:15][CH:14]=[CH:13][C:12]=2[N:17]2[CH2:22][CH2:21][NH:20][CH2:19][CH2:18]2)[CH2:7][CH2:6]1)([CH3:4])([CH3:3])[CH3:2].[CH:23]([C:25]([CH3:27])=[O:26])=[CH2:24]. Product: [C:1]([CH:5]1[CH2:6][CH2:7][CH:8]([C:11]2[CH:16]=[CH:15][CH:14]=[CH:13][C:12]=2[N:17]2[CH2:22][CH2:21][N:20]([CH2:24][CH2:23][C:25](=[O:26])[CH3:27])[CH2:19][CH2:18]2)[CH2:9][CH2:10]1)([CH3:4])([CH3:2])[CH3:3]. The catalyst class is: 22. (4) Product: [NH3:13].[CH3:27][N:28]([CH2:2][C:3]1[CH:4]=[C:5]([C:9]2[NH:26][C:12]3[N:13]=[CH:14][N:15]=[C:16]([NH:17][C@@H:18]([C:20]4[CH:25]=[CH:24][CH:23]=[CH:22][CH:21]=4)[CH3:19])[C:11]=3[CH:10]=2)[CH:6]=[CH:7][CH:8]=1)[CH3:29]. The catalyst class is: 8. Reactant: Cl[CH2:2][C:3]1[CH:4]=[C:5]([C:9]2[NH:26][C:12]3[N:13]=[CH:14][N:15]=[C:16]([NH:17][C@@H:18]([C:20]4[CH:25]=[CH:24][CH:23]=[CH:22][CH:21]=4)[CH3:19])[C:11]=3[CH:10]=2)[CH:6]=[CH:7][CH:8]=1.[CH3:27][NH:28][CH3:29]. (5) Reactant: [Br:1][C:2]1[CH:3]=[C:4]([Cl:9])[C:5](=[O:8])[NH:6][CH:7]=1.CI.[C:12](=O)([O-])[O-].[Cs+].[Cs+]. Product: [Br:1][C:2]1[CH:3]=[C:4]([Cl:9])[C:5](=[O:8])[N:6]([CH3:12])[CH:7]=1. The catalyst class is: 18. (6) Reactant: [Cl:1][C:2]1[C:3]([OH:13])=[CH:4][CH:5]=[C:6]2[C:11]=1[C:10](=[O:12])[NH:9][CH2:8][CH2:7]2.CS(O[CH:19]([CH3:24])[C:20]([F:23])([F:22])[F:21])(=O)=O.C([O-])([O-])=O.[K+].[K+].O. Product: [Cl:1][C:2]1[C:3]([O:13][CH:19]([CH3:24])[C:20]([F:23])([F:22])[F:21])=[CH:4][CH:5]=[C:6]2[C:11]=1[C:10](=[O:12])[NH:9][CH2:8][CH2:7]2. The catalyst class is: 3.